The task is: Predict the reactants needed to synthesize the given product.. This data is from Full USPTO retrosynthesis dataset with 1.9M reactions from patents (1976-2016). (1) Given the product [Cl:10][C:11]1[CH:16]=[CH:15][C:14]([C:2]2[N:7]=[CH:6][C:5]([O:8][CH3:9])=[CH:4][N:3]=2)=[CH:13][CH:12]=1, predict the reactants needed to synthesize it. The reactants are: Cl[C:2]1[N:7]=[CH:6][C:5]([O:8][CH3:9])=[CH:4][N:3]=1.[Cl:10][C:11]1[CH:16]=[CH:15][C:14](B(O)O)=[CH:13][CH:12]=1. (2) The reactants are: [CH3:1][O:2][C:3](=[O:16])[C@H:4]([CH2:6][C:7]1[C:15]2[C:10](=[CH:11][CH:12]=[CH:13][CH:14]=2)[NH:9][CH:8]=1)[NH2:5].[CH:17](=O)[C:18]1[CH:23]=[CH:22][CH:21]=[CH:20][CH:19]=1.[OH-].[Na+]. Given the product [C:18]1([CH:17]2[C:8]3[NH:9][C:10]4[C:15](=[CH:14][CH:13]=[CH:12][CH:11]=4)[C:7]=3[CH2:6][C@@H:4]([C:3]([O:2][CH3:1])=[O:16])[NH:5]2)[CH:23]=[CH:22][CH:21]=[CH:20][CH:19]=1, predict the reactants needed to synthesize it. (3) Given the product [C:39]([O:38][C:36]([CH:33]1[CH2:34][CH2:35][N:30]([C:25]2[C:26]([C:28]#[N:29])=[CH:27][C:22]([C:20]([O:19][CH:16]([CH3:17])[CH3:18])=[O:21])=[C:23]([O:1][S:2]([C:5]([F:8])([F:7])[F:6])(=[O:4])=[O:3])[N:24]=2)[CH2:31][CH2:32]1)=[O:37])([CH3:41])([CH3:42])[CH3:40], predict the reactants needed to synthesize it. The reactants are: [O:1](S(C(F)(F)F)(=O)=O)[S:2]([C:5]([F:8])([F:7])[F:6])(=[O:4])=[O:3].[CH:16]([O:19][C:20]([C:22]1[C:23](=O)[NH:24][C:25]([N:30]2[CH2:35][CH2:34][CH:33]([C:36]([O:38][C:39]([CH3:42])([CH3:41])[CH3:40])=[O:37])[CH2:32][CH2:31]2)=[C:26]([C:28]#[N:29])[CH:27]=1)=[O:21])([CH3:18])[CH3:17].C([O-])(O)=O.[Na+]. (4) Given the product [CH3:1][C:2]1[N:7]=[C:6]([N:8]2[CH2:13][CH2:12][C:11](=[CH:14][C:15]#[C:16][C:27]3[CH:26]=[C:25]([CH2:30][C:29]([NH2:28])=[O:35])[CH:24]=[CH:23][CH:22]=3)[CH2:10][CH2:9]2)[C:5]([N+:17]([O-:19])=[O:18])=[CH:4][CH:3]=1, predict the reactants needed to synthesize it. The reactants are: [CH3:1][C:2]1[N:7]=[C:6]([N:8]2[CH2:13][CH2:12][C:11](=[CH:14][C:15]#[CH:16])[CH2:10][CH2:9]2)[C:5]([N+:17]([O-:19])=[O:18])=[CH:4][CH:3]=1.C[Si](C)(C)[C:22]#[C:23][CH:24]=[C:25]1[CH2:30][CH2:29][NH:28][CH2:27][CH2:26]1.CC(NC1C=CC=C(Br)C=1)=[O:35].O.[F-].C([N+](CCCC)(CCCC)CCCC)CCC. (5) Given the product [N+:8]([C:5]1[CH:6]=[CH:7][C:2]([O:11][C:12]2[CH:21]=[C:16]([C:17]([O:19][CH3:20])=[O:18])[CH:15]=[C:14]([CH:13]=2)[C:22]([O:24][CH3:25])=[O:23])=[CH:3][CH:4]=1)([O-:10])=[O:9], predict the reactants needed to synthesize it. The reactants are: Cl[C:2]1[CH:7]=[CH:6][C:5]([N+:8]([O-:10])=[O:9])=[CH:4][CH:3]=1.[OH:11][C:12]1[CH:13]=[C:14]([C:22]([O:24][CH3:25])=[O:23])[CH:15]=[C:16]([CH:21]=1)[C:17]([O:19][CH3:20])=[O:18].C(=O)([O-])[O-].[K+].[K+]. (6) Given the product [C:4]1([CH:10]2[C:38]3([CH2:16][CH2:15][NH:14][CH2:17][CH2:18]3)[C:39](=[O:34])[NH:1][CH2:11]2)[CH:3]=[CH:2][CH:23]=[CH:22][CH:5]=1, predict the reactants needed to synthesize it. The reactants are: [NH:1]1[CH2:11][CH2:10][CH:4]([C:5](OCC)=O)[CH2:3][CH2:2]1.C([N:14]([CH2:17][CH3:18])[CH2:15][CH3:16])C.C(OC(OC(C)(C)C)=O)(O[C:22](C)(C)[CH3:23])=O.[O:34]1[CH2:39][CH2:38]OCC1.O. (7) The reactants are: [Cl:1][C:2]1[C:11]2[C:6](=[CH:7][C:8](F)=[CH:9][CH:10]=2)[C:5]([O:13][CH3:14])=[CH:4][N:3]=1.[CH3:15][CH2:16][O-:17].[Na+]. Given the product [Cl:1][C:2]1[C:11]2[C:6](=[CH:7][C:8]([O:17][CH2:16][CH3:15])=[CH:9][CH:10]=2)[C:5]([O:13][CH3:14])=[CH:4][N:3]=1, predict the reactants needed to synthesize it.